From a dataset of Reaction yield outcomes from USPTO patents with 853,638 reactions. Predict the reaction yield, written as a fraction of the theoretical maximum amount of product (1.0 means a 100% yield; for example, 0.34 means a 34% yield). The reactants are [CH2:1]1[C:11]2[C:6](=[CH:7][CH:8]=[CH:9][CH:10]=2)[NH:5][C:3](=[O:4])[CH2:2]1.O.[N+:13]([O-])([OH:15])=[O:14]. The catalyst is OS(O)(=O)=O. The product is [N+:13]([C:9]1[CH:10]=[C:11]2[C:6](=[CH:7][CH:8]=1)[NH:5][C:3](=[O:4])[CH2:2][CH2:1]2)([O-:15])=[O:14]. The yield is 0.780.